This data is from Full USPTO retrosynthesis dataset with 1.9M reactions from patents (1976-2016). The task is: Predict the reactants needed to synthesize the given product. (1) The reactants are: C([O:4][CH2:5][CH2:6][S:7][CH3:8])(=O)C.S(Cl)(Cl)(=O)=O.[F:14][C:15]1[CH:21]=[CH:20][C:19]([O:22][CH3:23])=[CH:18][C:16]=1[NH2:17].CN(C)C1C2C(=CC=CC=2N(C)C)C=CC=1. Given the product [F:14][C:15]1[CH:21]=[CH:20][C:19]([O:22][CH3:23])=[C:18]2[C:16]=1[NH:17][C:5](=[O:4])[CH:6]2[S:7][CH3:8], predict the reactants needed to synthesize it. (2) Given the product [C:1]([O:5][C:6]([N:8]1[CH2:12][CH2:11][CH:10]([O:13][S:15]([CH3:14])(=[O:17])=[O:16])[CH2:9]1)=[O:7])([CH3:4])([CH3:2])[CH3:3], predict the reactants needed to synthesize it. The reactants are: [C:1]([O:5][C:6]([N:8]1[CH2:12][CH2:11][CH:10]([OH:13])[CH2:9]1)=[O:7])([CH3:4])([CH3:3])[CH3:2].[CH3:14][S:15](Cl)(=[O:17])=[O:16].O. (3) Given the product [C:24]1([NH:25][C:2]2[N:3]=[CH:4][C:5]3[CH2:11][N:10]([C:12]([C:14]4[CH:15]=[N:16][CH:17]=[CH:18][CH:19]=4)=[O:13])[CH2:9][CH2:8][C:6]=3[N:7]=2)[CH:26]=[CH:27][CH:28]=[CH:22][CH:23]=1, predict the reactants needed to synthesize it. The reactants are: Cl[C:2]1[N:3]=[CH:4][C:5]2[CH2:11][N:10]([C:12]([C:14]3[CH:15]=[N:16][CH:17]=[CH:18][CH:19]=3)=[O:13])[CH2:9][CH2:8][C:6]=2[N:7]=1.CO[C:22]1[CH:23]=[C:24]([CH:26]=[C:27](OC)[C:28]=1OC)[NH2:25].CCOC(C)=O. (4) Given the product [CH2:1]([O:3][C:4]([C:6]1[CH:7]=[N:8][N:9]([C:11]2[N:16]=[CH:15][C:14]([C:17]([OH:19])=[O:18])=[CH:13][CH:12]=2)[CH:10]=1)=[O:5])[CH3:2], predict the reactants needed to synthesize it. The reactants are: [CH2:1]([O:3][C:4]([C:6]1[CH:7]=[N:8][N:9]([C:11]2[N:16]=[CH:15][C:14]([C:17]([O:19]C(C)(C)C)=[O:18])=[CH:13][CH:12]=2)[CH:10]=1)=[O:5])[CH3:2].FC(F)(F)C(O)=O. (5) Given the product [NH:29]1[C:30]2[C:26](=[CH:25][C:24]([N:19]([CH:14]3[CH2:15][CH:16]4[N:11]([CH2:8][CH2:9][CH3:10])[CH:12]([CH2:18][CH2:17]4)[CH2:13]3)[S:20]([CH3:23])(=[O:22])=[O:21])=[CH:32][CH:31]=2)[CH:27]=[N:28]1, predict the reactants needed to synthesize it. The reactants are: FC(F)(F)C(O)=O.[CH2:8]([N:11]1[CH:16]2[CH2:17][CH2:18][CH:12]1[CH2:13][CH:14]([N:19]([C:24]1[CH:25]=[C:26]3[C:30](=[CH:31][CH:32]=1)[N:29](C1CCCCO1)[N:28]=[CH:27]3)[S:20]([CH3:23])(=[O:22])=[O:21])[CH2:15]2)[CH2:9][CH3:10].C(=O)([O-])O.[Na+]. (6) Given the product [CH2:1]([O:8][C:9]1[CH:10]=[CH:11][C:12]2[O:16][C:15]([C:17]([C:26]3[CH:27]=[CH:28][C:29]([OH:30])=[C:24]([CH3:31])[CH:25]=3)([CH2:20][CH3:21])[CH2:18][CH3:19])=[CH:14][C:13]=2[CH:23]=1)[C:2]1[CH:7]=[CH:6][CH:5]=[CH:4][CH:3]=1, predict the reactants needed to synthesize it. The reactants are: [CH2:1]([O:8][C:9]1[CH:10]=[CH:11][C:12]2[O:16][C:15]([C:17](O)([CH2:20][CH3:21])[CH2:18][CH3:19])=[CH:14][C:13]=2[CH:23]=1)[C:2]1[CH:7]=[CH:6][CH:5]=[CH:4][CH:3]=1.[C:24]1([CH3:31])[C:29]([OH:30])=[CH:28][CH:27]=[CH:26][CH:25]=1.B(F)(F)F.O(CC)CC. (7) Given the product [CH2:25]([N:16]1[C:17]2[C:22](=[CH:21][CH:20]=[CH:19][CH:18]=2)[C:23]([OH:24])=[C:14]([C:8]2[NH:7][C:6]3[S:5][CH:4]=[C:3]([CH2:2][NH:1][C:46]([N:40]4[CH2:45][CH2:44][O:43][CH2:42][CH2:41]4)=[O:47])[C:11]=3[S:10](=[O:13])(=[O:12])[N:9]=2)[C:15]1=[O:32])[C:26]1[CH:31]=[CH:30][CH:29]=[CH:28][CH:27]=1, predict the reactants needed to synthesize it. The reactants are: [NH2:1][CH2:2][C:3]1[C:11]2[S:10](=[O:13])(=[O:12])[N:9]=[C:8]([C:14]3[C:15](=[O:32])[N:16]([CH2:25][C:26]4[CH:31]=[CH:30][CH:29]=[CH:28][CH:27]=4)[C:17]4[C:22]([C:23]=3[OH:24])=[CH:21][CH:20]=[CH:19][CH:18]=4)[NH:7][C:6]=2[S:5][CH:4]=1.C(N(CC)CC)C.[N:40]1([C:46](Cl)=[O:47])[CH2:45][CH2:44][O:43][CH2:42][CH2:41]1.Cl. (8) Given the product [NH2:1][CH2:2][CH2:3][CH2:4][CH2:5][NH:6][C:27](=[O:29])[CH:21]([CH2:20][CH2:19][CH2:18][CH2:17][CH2:16][CH2:15][O:14][CH2:7][C:8]1[CH:9]=[CH:10][CH:11]=[CH:12][CH:13]=1)[C:22]([NH:1][CH2:2][CH2:3][CH2:4][CH2:5][NH2:6])=[O:24], predict the reactants needed to synthesize it. The reactants are: [NH2:1][CH2:2][CH2:3][CH2:4][CH2:5][NH2:6].[CH2:7]([O:14][CH2:15][CH2:16][CH2:17][CH2:18][CH2:19][CH2:20][CH:21]([C:27]([O:29]CC)=O)[C:22]([O:24]CC)=O)[C:8]1[CH:13]=[CH:12][CH:11]=[CH:10][CH:9]=1. (9) Given the product [CH3:7][C:8]1[CH:13]=[CH:12][CH:11]=[C:10]([CH3:14])[C:9]=1[NH:15][C:16]1[N:6]2[C:2]([S:3][CH:4]=[CH:5]2)=[N:1][C:23]=1[C:18]1[CH:19]=[CH:20][CH:21]=[CH:22][N:17]=1, predict the reactants needed to synthesize it. The reactants are: [NH2:1][C:2]1[S:3][CH:4]=[CH:5][N:6]=1.[CH3:7][C:8]1[CH:13]=[CH:12][CH:11]=[C:10]([CH3:14])[C:9]=1[N+:15]#[C-:16].[N:17]1[CH:22]=[CH:21][CH:20]=[CH:19][C:18]=1[CH:23]=O.